From a dataset of Forward reaction prediction with 1.9M reactions from USPTO patents (1976-2016). Predict the product of the given reaction. Given the reactants [CH:1]1([CH2:6][C@H:7]([CH2:11][NH:12][O:13][CH:14]2[CH2:19][CH2:18][CH2:17][CH2:16][O:15]2)[C:8]([OH:10])=[O:9])[CH2:5][CH2:4][CH2:3][CH2:2]1.CC1SC(=S)N([CH:27]=[O:28])N=1, predict the reaction product. The product is: [CH:1]1([CH2:6][C@H:7]([CH2:11][N:12]([CH:27]=[O:28])[O:13][CH:14]2[CH2:19][CH2:18][CH2:17][CH2:16][O:15]2)[C:8]([OH:10])=[O:9])[CH2:5][CH2:4][CH2:3][CH2:2]1.